From a dataset of TCR-epitope binding with 47,182 pairs between 192 epitopes and 23,139 TCRs. Binary Classification. Given a T-cell receptor sequence (or CDR3 region) and an epitope sequence, predict whether binding occurs between them. (1) The TCR CDR3 sequence is CASSPLADNEQFF. Result: 0 (the TCR does not bind to the epitope). The epitope is RTLNAWVKV. (2) The epitope is TLIGDCATV. The TCR CDR3 sequence is CASSQERGWNTEAFF. Result: 1 (the TCR binds to the epitope). (3) The epitope is PROT_97E67BCC. The TCR CDR3 sequence is CASSRRTSGGADTQYF. Result: 1 (the TCR binds to the epitope).